Dataset: Reaction yield outcomes from USPTO patents with 853,638 reactions. Task: Predict the reaction yield, written as a fraction of the theoretical maximum amount of product (1.0 means a 100% yield; for example, 0.34 means a 34% yield). (1) The reactants are [CH3:1][C:2]1[CH:10]=[C:9]([Br:11])[CH:8]=[CH:7][C:3]=1[C:4]([OH:6])=[O:5].[CH2:12](O)[C:13]1[CH:18]=[CH:17][CH:16]=[CH:15][CH:14]=1.N1C=CC=CC=1. The catalyst is O=S(Cl)Cl. The product is [Br:11][C:9]1[CH:8]=[CH:7][C:3]([C:4]([O:6][CH2:12][C:13]2[CH:18]=[CH:17][CH:16]=[CH:15][CH:14]=2)=[O:5])=[C:2]([CH3:1])[CH:10]=1. The yield is 0.800. (2) The reactants are [CH3:1][Si:2]([CH3:44])([CH3:43])[CH2:3][CH2:4][O:5][C:6](=[O:42])[CH:7]([CH2:33][CH:34]=[CH:35][CH2:36][P:37]([OH:41])([O:39][CH3:40])=[O:38])[CH2:8][C:9]([CH3:32])=[CH:10][CH2:11][C:12]1[C:13]([O:25][CH2:26][CH2:27][Si:28]([CH3:31])([CH3:30])[CH3:29])=[C:14]2[C:18](=[C:19]([CH3:23])[C:20]=1[O:21][CH3:22])[CH2:17][O:16][C:15]2=[O:24].C1CN([P+](ON2N=NC3C=CC=CC2=3)(N2CCCC2)N2CCCC2)CC1.F[P-](F)(F)(F)(F)F.[C:78]([O:83][CH2:84][CH3:85])(=[O:82])[C@H:79]([CH3:81])O.CCN(C(C)C)C(C)C. The catalyst is CN(C=O)C. The product is [CH3:44][Si:2]([CH3:43])([CH3:1])[CH2:3][CH2:4][O:5][C:6](=[O:42])[CH:7]([CH2:33][CH:34]=[CH:35][CH2:36][P:37]([O:41][CH:79]([C:78]([O:83][CH2:84][CH3:85])=[O:82])[CH3:81])([O:39][CH3:40])=[O:38])[CH2:8][C:9]([CH3:32])=[CH:10][CH2:11][C:12]1[C:13]([O:25][CH2:26][CH2:27][Si:28]([CH3:31])([CH3:30])[CH3:29])=[C:14]2[C:18](=[C:19]([CH3:23])[C:20]=1[O:21][CH3:22])[CH2:17][O:16][C:15]2=[O:24]. The yield is 0.740.